From a dataset of Peptide-MHC class I binding affinity with 185,985 pairs from IEDB/IMGT. Regression. Given a peptide amino acid sequence and an MHC pseudo amino acid sequence, predict their binding affinity value. This is MHC class I binding data. (1) The peptide sequence is RQGLERALL. The MHC is HLA-A68:01 with pseudo-sequence HLA-A68:01. The binding affinity (normalized) is 0. (2) The peptide sequence is ITNELNYVLW. The MHC is HLA-B53:01 with pseudo-sequence HLA-B53:01. The binding affinity (normalized) is 0.429. (3) The peptide sequence is VPLRPMTY. The MHC is HLA-A03:01 with pseudo-sequence HLA-A03:01. The binding affinity (normalized) is 0. (4) The peptide sequence is VLPVPGASV. The MHC is HLA-A33:01 with pseudo-sequence HLA-A33:01. The binding affinity (normalized) is 0. (5) The peptide sequence is RRDKRSVAL. The MHC is HLA-B27:05 with pseudo-sequence HLA-B27:05. The binding affinity (normalized) is 0.635.